Dataset: Peptide-MHC class I binding affinity with 185,985 pairs from IEDB/IMGT. Task: Regression. Given a peptide amino acid sequence and an MHC pseudo amino acid sequence, predict their binding affinity value. This is MHC class I binding data. (1) The peptide sequence is DHVSTLLTWH. The MHC is HLA-A68:01 with pseudo-sequence HLA-A68:01. The binding affinity (normalized) is 0.129. (2) The peptide sequence is QTTVNTLSER. The MHC is HLA-A33:01 with pseudo-sequence HLA-A33:01. The binding affinity (normalized) is 0.534. (3) The peptide sequence is SVKERGPAY. The MHC is HLA-B35:01 with pseudo-sequence HLA-B35:01. The binding affinity (normalized) is 0.660. (4) The peptide sequence is DFDGTPRLY. The MHC is HLA-A03:01 with pseudo-sequence HLA-A03:01. The binding affinity (normalized) is 0.0847. (5) The binding affinity (normalized) is 0. The MHC is HLA-B44:02 with pseudo-sequence HLA-B44:02. The peptide sequence is FLRGRAYGI. (6) The peptide sequence is DTVLFNAGL. The binding affinity (normalized) is 0.0847. The MHC is HLA-B58:01 with pseudo-sequence HLA-B58:01. (7) The peptide sequence is KSFCVTIL. The MHC is H-2-Db with pseudo-sequence H-2-Db. The binding affinity (normalized) is 0.197. (8) The peptide sequence is YVIKVSARV. The MHC is HLA-B40:02 with pseudo-sequence HLA-B40:02. The binding affinity (normalized) is 0. (9) The peptide sequence is NHINVELML. The MHC is HLA-B38:01 with pseudo-sequence HLA-B38:01. The binding affinity (normalized) is 0.459. (10) The MHC is Patr-B1301 with pseudo-sequence Patr-B1301. The peptide sequence is VPSHLPDRV. The binding affinity (normalized) is 0.667.